This data is from HIV replication inhibition screening data with 41,000+ compounds from the AIDS Antiviral Screen. The task is: Binary Classification. Given a drug SMILES string, predict its activity (active/inactive) in a high-throughput screening assay against a specified biological target. The compound is CCCCCCCC(=O)OCC(COC(=O)C(C)(C)C)OC(=O)Cc1ccccc1. The result is 0 (inactive).